Predict the reactants needed to synthesize the given product. From a dataset of Full USPTO retrosynthesis dataset with 1.9M reactions from patents (1976-2016). (1) Given the product [C:1]([O:5][C:6]([N:8]1[CH2:12][CH:11]([C:13]2[CH:18]=[CH:17][CH:16]=[CH:15][CH:14]=2)[CH2:10][C@H:9]1[C:19]1[N:20]=[N:21][N:22]([CH2:30][C:31]2[CH:36]=[CH:35][CH:34]=[CH:33][CH:32]=2)[N:23]=1)=[O:7])([CH3:4])([CH3:2])[CH3:3], predict the reactants needed to synthesize it. The reactants are: [C:1]([O:5][C:6]([N:8]1[CH2:12][CH:11]([C:13]2[CH:18]=[CH:17][CH:16]=[CH:15][CH:14]=2)[CH2:10][C@H:9]1[C:19]1[NH:23][N:22]=[N:21][N:20]=1)=[O:7])([CH3:4])([CH3:3])[CH3:2].C([O-])([O-])=O.[K+].[K+].[CH2:30](Br)[C:31]1[CH:36]=[CH:35][CH:34]=[CH:33][CH:32]=1. (2) Given the product [C:4]([O:3][C:1]([N:8]1[CH2:9][CH2:10][N:11]([C:24]2[CH:25]=[CH:26][C:21]([CH2:20][C:17]3[CH:18]=[CH:19][CH:14]=[CH:15][CH:16]=3)=[CH:22][CH:23]=2)[CH2:12][CH2:13]1)=[O:2])([CH3:7])([CH3:6])[CH3:5], predict the reactants needed to synthesize it. The reactants are: [C:1]([N:8]1[CH2:13][CH2:12][NH:11][CH2:10][CH2:9]1)([O:3][C:4]([CH3:7])([CH3:6])[CH3:5])=[O:2].[CH:14]1[CH:19]=[CH:18][C:17]([CH2:20][C:21]2[CH:26]=[CH:25][C:24](I)=[CH:23][CH:22]=2)=[CH:16][CH:15]=1.P(C(C)(C)C)(C(C)(C)C)C(C)(C)C.O(C(C)(C)C)[Na]. (3) Given the product [CH2:17]([NH:24][CH:11]([CH2:10][C:3]1[CH:4]=[C:5]([F:9])[C:6]([F:8])=[CH:7][C:2]=1[F:1])[CH2:12][C:13]([O:15][CH3:16])=[O:14])[C:18]1[CH:23]=[CH:22][CH:21]=[CH:20][CH:19]=1, predict the reactants needed to synthesize it. The reactants are: [F:1][C:2]1[CH:7]=[C:6]([F:8])[C:5]([F:9])=[CH:4][C:3]=1[CH2:10]/[CH:11]=[CH:12]/[C:13]([O:15][CH3:16])=[O:14].[CH2:17]([NH2:24])[C:18]1[CH:23]=[CH:22][CH:21]=[CH:20][CH:19]=1.